This data is from Forward reaction prediction with 1.9M reactions from USPTO patents (1976-2016). The task is: Predict the product of the given reaction. (1) Given the reactants Br[C:2]1(Br)[C:10]2[C:9]([C:11]#[N:12])=[CH:8][CH:7]=[N:6][C:5]=2[NH:4][C:3]1=[O:13].CC(O)=O, predict the reaction product. The product is: [O:13]=[C:3]1[NH:4][C:5]2[N:6]=[CH:7][CH:8]=[C:9]([C:11]#[N:12])[C:10]=2[CH2:2]1. (2) Given the reactants I[C:2]1[CH:10]=[C:9]([C:11]#[N:12])[CH:8]=[C:7]2[C:3]=1[C:4]1[CH:16]=[C:15]([CH3:17])[CH:14]=[N:13][C:5]=1[NH:6]2.[CH2:18]([S:20]([C:23]1[CH:24]=[C:25](C2C=C(C(F)(F)F)C(C)=C([N+]([O-])=O)C=2C2C(F)=NC=C(C)C=2)[CH:26]=[CH:27][CH:28]=1)(=[O:22])=[O:21])[CH3:19], predict the reaction product. The product is: [CH2:18]([S:20]([C:23]1[CH:28]=[C:27]([C:2]2[CH:10]=[C:9]([C:11]#[N:12])[CH:8]=[C:7]3[C:3]=2[C:4]2[CH:16]=[C:15]([CH3:17])[CH:14]=[N:13][C:5]=2[NH:6]3)[CH:26]=[CH:25][CH:24]=1)(=[O:21])=[O:22])[CH3:19]. (3) Given the reactants [Br:1][C:2]1[CH:3]=[CH:4][C:5]([O:15][CH2:16][C:17]2[CH:22]=[CH:21][C:20]([F:23])=[CH:19][CH:18]=2)=[C:6]([C:8](=O)[CH2:9][CH2:10][C:11](=O)[CH3:12])[CH:7]=1.[CH3:24][O:25][C:26](=[O:41])[C:27]1C=[C:31]([N:33]2CCCCC2=O)[CH:30]=[C:29](N)[CH:28]=1.[CH3:42]C1C=CC(S(O)(=O)=O)=CC=1.[CH3:53][N:54]1[C:58](=[O:59])[CH2:57][CH2:56][CH2:55]1, predict the reaction product. The product is: [CH3:24][O:25][C:26](=[O:41])[C:27]1[CH:28]=[CH:29][CH:30]=[C:31]([N:33]2[C:11]([CH3:12])=[CH:10][CH:9]=[C:8]2[C:6]2[CH:7]=[C:2]([Br:1])[CH:3]=[CH:4][C:5]=2[O:15][CH2:16][C:17]2[CH:22]=[CH:21][C:20]([F:23])=[CH:19][CH:18]=2)[C:53]=1[N:54]1[CH2:55][CH2:42][CH2:56][CH2:57][C:58]1=[O:59]. (4) The product is: [C:1]([C:3]1[C:4]([CH:19]([C:23]2[CH:28]=[CH:27][C:26]([Cl:29])=[C:25]([Cl:30])[CH:24]=2)[CH2:20][CH2:21][OH:22])=[C:5]([C:14]([O:16][CH2:17][CH3:18])=[O:15])[S:6][C:7]=1[N:8]1[CH2:9][CH2:10][O:11][CH2:12][CH2:13]1)#[N:2]. Given the reactants [C:1]([C:3]1[C:4]([CH:19]([C:23]2[CH:28]=[CH:27][C:26]([Cl:29])=[C:25]([Cl:30])[CH:24]=2)[CH2:20][CH:21]=[O:22])=[C:5]([C:14]([O:16][CH2:17][CH3:18])=[O:15])[S:6][C:7]=1[N:8]1[CH2:13][CH2:12][O:11][CH2:10][CH2:9]1)#[N:2].[BH4-].[Na+], predict the reaction product. (5) Given the reactants [CH2:1]([C@:3]12[CH2:13][CH2:12][C@:11](O)([C:14]3[CH:19]=[CH:18][CH:17]=[CH:16][CH:15]=3)[CH2:10][C@H:9]1[CH2:8][CH2:7][O:6][C:5]1[CH:21]=[C:22]([C:25]([NH:27][C:28]3[C:29]([CH3:34])=[N:30][CH:31]=[CH:32][CH:33]=3)=[O:26])[CH:23]=[CH:24][C:4]2=1)[CH3:2].[CH2:35]([C@@:37]12[CH2:47][CH2:46][C@@:45](O)([C:48]3[CH:53]=[CH:52][CH:51]=[CH:50][CH:49]=3)[CH2:44][C@@H:43]1[CH2:42][CH2:41][O:40][C:39]1[CH:55]=[C:56]([C:59]([NH:61][C:62]3[C:63]([CH3:68])=[N:64][CH:65]=[CH:66][CH:67]=3)=[O:60])[CH:57]=[CH:58][C:38]2=1)[CH3:36].OS([O-])(=O)=O.[K+].O.CC1C=CC(S(O)(=O)=O)=CC=1, predict the reaction product. The product is: [CH2:1]([C@:3]12[CH2:13][CH:12]=[C:11]([C:14]3[CH:19]=[CH:18][CH:17]=[CH:16][CH:15]=3)[CH2:10][C@H:9]1[CH2:8][CH2:7][O:6][C:5]1[CH:21]=[C:22]([C:25]([NH:27][C:28]3[C:29]([CH3:34])=[N:30][CH:31]=[CH:32][CH:33]=3)=[O:26])[CH:23]=[CH:24][C:4]2=1)[CH3:2].[CH2:35]([C@@:37]12[CH2:47][CH:46]=[C:45]([C:48]3[CH:53]=[CH:52][CH:51]=[CH:50][CH:49]=3)[CH2:44][C@@H:43]1[CH2:42][CH2:41][O:40][C:39]1[CH:55]=[C:56]([C:59]([NH:61][C:62]3[C:63]([CH3:68])=[N:64][CH:65]=[CH:66][CH:67]=3)=[O:60])[CH:57]=[CH:58][C:38]2=1)[CH3:36]. (6) Given the reactants Br[C:2]1[S:6][C:5]([NH:7][C:8]([NH:10][C:11]2[C:16]([Cl:17])=[CH:15][CH:14]=[CH:13][C:12]=2[Cl:18])=[O:9])=[C:4]([C:19]([O:21][C:22]([CH3:25])([CH3:24])[CH3:23])=[O:20])[CH:3]=1.[CH3:26][O:27][C:28]1[CH:33]=[CH:32][C:31](B(O)O)=[CH:30][CH:29]=1.C([O-])([O-])=O.[Na+].[Na+], predict the reaction product. The product is: [Cl:18][C:12]1[CH:13]=[CH:14][CH:15]=[C:16]([Cl:17])[C:11]=1[NH:10][C:8]([NH:7][C:5]1[S:6][C:2]([C:31]2[CH:32]=[CH:33][C:28]([O:27][CH3:26])=[CH:29][CH:30]=2)=[CH:3][C:4]=1[C:19]([O:21][C:22]([CH3:25])([CH3:24])[CH3:23])=[O:20])=[O:9]. (7) The product is: [Cl:1][C:2]1[CH:3]=[C:4]([NH:17][C:18]2[C:19]3[N:26]([CH2:27][C:28]4[CH:29]=[CH:30][C:31]([C:32]([OH:34])=[O:33])=[CH:36][CH:37]=4)[CH:25]=[CH:24][C:20]=3[N:21]=[CH:22][N:23]=2)[CH:5]=[CH:6][C:7]=1[O:8][CH2:9][C:10]1[CH:15]=[CH:14][CH:13]=[C:12]([F:16])[CH:11]=1. Given the reactants [Cl:1][C:2]1[CH:3]=[C:4]([NH:17][C:18]2[C:19]3[N:26]([CH2:27][C:28]4[CH:37]=[CH:36][C:31]([C:32]([O:34]C)=[O:33])=[CH:30][CH:29]=4)[CH:25]=[CH:24][C:20]=3[N:21]=[CH:22][N:23]=2)[CH:5]=[CH:6][C:7]=1[O:8][CH2:9][C:10]1[CH:15]=[CH:14][CH:13]=[C:12]([F:16])[CH:11]=1.Cl, predict the reaction product.